Dataset: Peptide-MHC class II binding affinity with 134,281 pairs from IEDB. Task: Regression. Given a peptide amino acid sequence and an MHC pseudo amino acid sequence, predict their binding affinity value. This is MHC class II binding data. (1) The peptide sequence is EKALWIIFSQNMNIK. The MHC is DRB1_0401 with pseudo-sequence DRB1_0401. The binding affinity (normalized) is 0.469. (2) The peptide sequence is AFKKAATAANAAPAN. The MHC is DRB1_0401 with pseudo-sequence DRB1_0401. The binding affinity (normalized) is 0.709. (3) The peptide sequence is KPGQPPRLLI. The MHC is DRB1_0402 with pseudo-sequence DRB1_0402. The binding affinity (normalized) is 0. (4) The peptide sequence is GKSSFCDICGEELPT. The MHC is DRB1_0701 with pseudo-sequence DRB1_0701. The binding affinity (normalized) is 0.356. (5) The peptide sequence is TDIAEMGANLCVERV. The MHC is HLA-DQA10601-DQB10402 with pseudo-sequence HLA-DQA10601-DQB10402. The binding affinity (normalized) is 0.286. (6) The peptide sequence is VIPAGELQVIEKVDAAFKVA. The MHC is HLA-DQA10102-DQB10602 with pseudo-sequence HLA-DQA10102-DQB10602. The binding affinity (normalized) is 0.157. (7) The binding affinity (normalized) is 0. The peptide sequence is AAPGAGYTPATPAAP. The MHC is HLA-DPA10103-DPB10401 with pseudo-sequence HLA-DPA10103-DPB10401. (8) The binding affinity (normalized) is 0.325. The peptide sequence is FGMVTLLGSALLSVL. The MHC is DRB1_0701 with pseudo-sequence DRB1_0701. (9) The peptide sequence is SARYDVALSEQGEFK. The MHC is DRB1_1301 with pseudo-sequence DRB1_1301. The binding affinity (normalized) is 0.301. (10) The peptide sequence is PQLTKNAGVLTCSLS. The MHC is HLA-DPA10103-DPB10401 with pseudo-sequence HLA-DPA10103-DPB10401. The binding affinity (normalized) is 0.177.